Dataset: Catalyst prediction with 721,799 reactions and 888 catalyst types from USPTO. Task: Predict which catalyst facilitates the given reaction. (1) Reactant: [C:1]([O:5][C:6]([NH:8][C:9]1[CH:10]=[C:11]([CH2:15][OH:16])[CH:12]=[CH:13][CH:14]=1)=[O:7])([CH3:4])([CH3:3])[CH3:2].C(N(CC)CC)C.[CH3:24][S:25](Cl)(=[O:27])=[O:26].[Cl-].[NH4+]. The catalyst class is: 1. Product: [S:25]([O:16][CH2:15][C:11]1[CH:12]=[CH:13][CH:14]=[C:9]([NH:8][C:6]([O:5][C:1]([CH3:4])([CH3:2])[CH3:3])=[O:7])[CH:10]=1)([CH3:24])(=[O:27])=[O:26]. (2) Reactant: C(OC([N:8]1[CH2:12][C@@H:11]([CH2:13][N:14]([CH:31]([CH3:33])[CH3:32])[C:15](=[O:30])[C:16]2[CH:21]=[CH:20][C:19]([O:22][CH3:23])=[C:18]([O:24][CH2:25][CH2:26][CH2:27][O:28][CH3:29])[CH:17]=2)[C@H:10]([NH2:34])[CH2:9]1)=O)(C)(C)C.[CH:35]1([CH2:40][S:41](Cl)(=[O:43])=[O:42])[CH2:39][CH2:38][CH2:37][CH2:36]1.CC#N.O.CC#N. Product: [CH:35]1([CH2:40][S:41]([NH:34][C@@H:10]2[CH2:9][NH:8][CH2:12][C@H:11]2[CH2:13][N:14]([CH:31]([CH3:33])[CH3:32])[C:15](=[O:30])[C:16]2[CH:21]=[CH:20][C:19]([O:22][CH3:23])=[C:18]([O:24][CH2:25][CH2:26][CH2:27][O:28][CH3:29])[CH:17]=2)(=[O:43])=[O:42])[CH2:39][CH2:38][CH2:37][CH2:36]1. The catalyst class is: 6. (3) Reactant: [CH3:1][O:2][C:3]([C@@H:5]1[C@@H:9]([OH:10])[CH2:8][CH2:7][N:6]1[C:11]([O:13][C:14]([CH3:17])([CH3:16])[CH3:15])=[O:12])=[O:4].C1(P(C2C=CC=CC=2)C2C=CC=CC=2)C=CC=CC=1.[C:37](O)(=[O:44])[C:38]1[CH:43]=[CH:42][CH:41]=[CH:40][CH:39]=1.CCOC(/N=N/C(OCC)=O)=O. Product: [CH3:1][O:2][C:3]([C@@H:5]1[C@H:9]([O:10][C:37](=[O:44])[C:38]2[CH:43]=[CH:42][CH:41]=[CH:40][CH:39]=2)[CH2:8][CH2:7][N:6]1[C:11]([O:13][C:14]([CH3:17])([CH3:16])[CH3:15])=[O:12])=[O:4]. The catalyst class is: 1. (4) The catalyst class is: 8. Product: [CH:1]([C@@H:4]1[CH2:8][C@@H:7]([C@@H:9]([NH2:44])[CH2:10][C@@H:11]([CH:41]([CH3:43])[CH3:42])[CH2:12][C:13]2[CH:18]=[CH:17][C:16]([O:19][CH2:20][CH2:21][CH2:22][OH:23])=[C:15]([O:31][CH2:32][CH2:33][CH2:34][O:35][CH3:36])[CH:14]=2)[O:6][C:5]1=[O:47])([CH3:3])[CH3:2]. Reactant: [CH:1]([C@@H:4]1[CH2:8][C@@H:7]([C@@H:9]([N:44]=[N+]=[N-])[CH2:10][C@@H:11]([CH:41]([CH3:43])[CH3:42])[CH:12](OC(=O)C)[C:13]2[CH:18]=[CH:17][C:16]([O:19][CH2:20][CH2:21][CH2:22][O:23]CC3C=CC=CC=3)=[C:15]([O:31][CH2:32][CH2:33][CH2:34][O:35][CH3:36])[CH:14]=2)[O:6][C:5]1=[O:47])([CH3:3])[CH3:2]. (5) The catalyst class is: 115. Reactant: [CH3:1][N:2]([CH2:4][C:5]1[C:13]2[O:12][N:11]=[C:10]([CH2:14][CH2:15][CH:16]3[CH2:21][CH2:20][NH:19][CH2:18][CH2:17]3)[C:9]=2[CH:8]=[CH:7][C:6]=1[C:22]1[CH:27]=[CH:26][CH:25]=[CH:24][CH:23]=1)[CH3:3].F[C:29]1[CH:34]=[CH:33][CH:32]=[CH:31][N:30]=1.O.[F-].C([N+](CCCC)(CCCC)CCCC)CCC.O. Product: [CH3:1][N:2]([CH2:4][C:5]1[C:13]2[O:12][N:11]=[C:10]([CH2:14][CH2:15][CH:16]3[CH2:17][CH2:18][N:19]([C:29]4[CH:34]=[CH:33][CH:32]=[CH:31][N:30]=4)[CH2:20][CH2:21]3)[C:9]=2[CH:8]=[CH:7][C:6]=1[C:22]1[CH:27]=[CH:26][CH:25]=[CH:24][CH:23]=1)[CH3:3].